Dataset: Reaction yield outcomes from USPTO patents with 853,638 reactions. Task: Predict the reaction yield, written as a fraction of the theoretical maximum amount of product (1.0 means a 100% yield; for example, 0.34 means a 34% yield). (1) The reactants are [NH2:1][C:2]1[CH:11]=[CH:10][C:5]([C:6]([O:8][CH3:9])=[O:7])=[CH:4][CH:3]=1.O=[C:13]1[CH2:18][CH2:17][N:16]([C:19]([O:21][CH2:22][C:23]2[CH:28]=[CH:27][CH:26]=[CH:25][CH:24]=2)=[O:20])[CH2:15][CH2:14]1.C(O)(=O)C.C(O[BH-](OC(=O)C)OC(=O)C)(=O)C.[Na+].[OH-].[Na+]. The catalyst is ClCCl. The product is [CH2:22]([O:21][C:19]([N:16]1[CH2:17][CH2:18][CH:13]([NH:1][C:2]2[CH:3]=[CH:4][C:5]([C:6]([O:8][CH3:9])=[O:7])=[CH:10][CH:11]=2)[CH2:14][CH2:15]1)=[O:20])[C:23]1[CH:24]=[CH:25][CH:26]=[CH:27][CH:28]=1. The yield is 0.800. (2) The reactants are [C:1]([C:3]1[CH:12]=[C:11]2[C:6]([CH2:7][CH2:8][NH:9][CH2:10]2)=[CH:5][CH:4]=1)#[N:2].C(=O)([O-])[O-].[K+].[K+].Br[CH2:20][CH2:21][C:22]([O:24][C:25]([CH3:28])([CH3:27])[CH3:26])=[O:23]. The catalyst is C(#N)C. The product is [C:1]([C:3]1[CH:12]=[C:11]2[C:6]([CH2:7][CH2:8][N:9]([CH2:20][CH2:21][C:22]([O:24][C:25]([CH3:28])([CH3:27])[CH3:26])=[O:23])[CH2:10]2)=[CH:5][CH:4]=1)#[N:2]. The yield is 0.940. (3) The reactants are [F:1][C:2]([C:5]1[CH:9]=[C:8]([NH:10][C:11](=[O:20])OC2C=CC(Cl)=CC=2)[O:7][N:6]=1)([CH3:4])[CH3:3].[CH3:21][O:22][C:23]1[CH:24]=[C:25]2[C:30](=[CH:31][C:32]=1[O:33][CH3:34])[N:29]=[CH:28][N:27]=[C:26]2[O:35][C:36]1[C:37]([F:43])=[C:38]([CH:40]=[CH:41][CH:42]=1)[NH2:39]. The catalyst is C1COCC1. The product is [CH3:21][O:22][C:23]1[CH:24]=[C:25]2[C:30](=[CH:31][C:32]=1[O:33][CH3:34])[N:29]=[CH:28][N:27]=[C:26]2[O:35][C:36]1[C:37]([F:43])=[C:38]([NH:39][C:11]([NH:10][C:8]2[O:7][N:6]=[C:5]([C:2]([F:1])([CH3:3])[CH3:4])[CH:9]=2)=[O:20])[CH:40]=[CH:41][CH:42]=1. The yield is 0.640.